From a dataset of Full USPTO retrosynthesis dataset with 1.9M reactions from patents (1976-2016). Predict the reactants needed to synthesize the given product. (1) Given the product [Cl:1][C:2]1[C:3]2[C:4](=[CH:8][N:9]([C:11]3[C:16]([Cl:17])=[CH:15][CH:14]=[CH:13][C:12]=3[Cl:18])[N:10]=2)[CH:5]=[N+:6]([O-:19])[CH:7]=1, predict the reactants needed to synthesize it. The reactants are: [Cl:1][C:2]1[C:3]2[C:4](=[CH:8][N:9]([C:11]3[C:16]([Cl:17])=[CH:15][CH:14]=[CH:13][C:12]=3[Cl:18])[N:10]=2)[CH:5]=[N:6][CH:7]=1.[OH:19]O. (2) Given the product [NH2:39][C:40]1[C:31]([Cl:30])=[CH:32][CH:33]=[CH:34][C:35]=1[C:36]([C:5]1[CH:6]=[CH:7][CH:8]=[C:3]([O:2][CH3:1])[C:4]=1[O:9][CH3:10])=[O:37], predict the reactants needed to synthesize it. The reactants are: [CH3:1][O:2][C:3]1[CH:8]=[CH:7][CH:6]=[CH:5][C:4]=1[O:9][CH3:10].CN(C)CCN(C)C.CCCCCC.C([Li])CCC.[Cl:30][C:31]1[C:40]2[N:39]=C(C)[O:37][C:36](=O)[C:35]=2[CH:34]=[CH:33][CH:32]=1. (3) The reactants are: [CH2:1]([N:5]1[C:13](=[O:14])[C:12]2[N:11]([CH2:15][CH:16]=[CH2:17])[C:10]([C:18]([NH2:20])=O)=[N:9][C:8]=2[N:7]([CH2:21][CH2:22][CH2:23][CH3:24])[C:6]1=[O:25])[CH2:2][CH2:3][CH3:4].O=P(Cl)(Cl)Cl. Given the product [CH2:1]([N:5]1[C:13](=[O:14])[C:12]2[N:11]([CH2:15][CH:16]=[CH2:17])[C:10]([C:18]#[N:20])=[N:9][C:8]=2[N:7]([CH2:21][CH2:22][CH2:23][CH3:24])[C:6]1=[O:25])[CH2:2][CH2:3][CH3:4], predict the reactants needed to synthesize it. (4) Given the product [CH3:1][O:2][C:3]1[CH:8]=[CH:7][C:6]([NH:9][C:10]2[C:19]3[C:14](=[CH:15][CH:16]=[C:17]([C:20](=[O:23])[NH:21][CH3:22])[CH:18]=3)[N:13]=[CH:12][C:11]=2[C:24]([O:26][CH3:27])=[O:25])=[CH:5][CH:4]=1, predict the reactants needed to synthesize it. The reactants are: [CH3:1][O:2][C:3]1[CH:8]=[CH:7][C:6]([NH:9][C:10]2[C:19]3[C:14](=[CH:15][CH:16]=[C:17]([C:20](=[O:23])[NH:21][CH3:22])[CH:18]=3)[N:13]=[CH:12][C:11]=2[C:24]([OH:26])=[O:25])=[CH:5][CH:4]=1.[CH:27]1C=CC2N(O)N=NC=2C=1. (5) Given the product [Br:1][C:2]1[S:6][C:5]([CH:7]([C:13]2[CH:14]=[CH:15][C:10]([F:9])=[CH:11][CH:12]=2)[OH:8])=[CH:4][CH:3]=1, predict the reactants needed to synthesize it. The reactants are: [Br:1][C:2]1[S:6][C:5]([CH:7]=[O:8])=[CH:4][CH:3]=1.[F:9][C:10]1[CH:15]=[CH:14][C:13]([Mg]Br)=[CH:12][CH:11]=1. (6) Given the product [F:43][C:11]1[CH:10]=[C:9]([C:4]2[C:3]([C:1]#[N:2])=[CH:8][CH:7]=[CH:6][CH:5]=2)[CH:14]=[CH:13][C:12]=1[CH2:15][C:16]1[C:17](=[O:42])[N:18]([C@H:28]2[CH2:29][CH2:30][C@H:31]([O:34][CH2:35][CH:36]([OH:37])[CH3:44])[CH2:32][CH2:33]2)[C:19]2[N:20]([N:25]=[CH:26][CH:27]=2)[C:21]=1[CH2:22][CH2:23][CH3:24], predict the reactants needed to synthesize it. The reactants are: [C:1]([C:3]1[CH:8]=[CH:7][CH:6]=[CH:5][C:4]=1[C:9]1[CH:14]=[CH:13][C:12]([CH2:15][C:16]2[C:17](=[O:42])[N:18]([C@H:28]3[CH2:33][CH2:32][C@H:31]([O:34][CH2:35][C:36](N(OC)C)=[O:37])[CH2:30][CH2:29]3)[C:19]3[N:20]([N:25]=[CH:26][CH:27]=3)[C:21]=2[CH2:22][CH2:23][CH3:24])=[C:11]([F:43])[CH:10]=1)#[N:2].[CH3:44][Mg]Br.C(OCC)(=O)C.[Cl-].[NH4+]. (7) Given the product [F:13][CH2:14][CH2:15][N:16]1[CH2:21][CH2:20][CH:19]([NH:22][C:1]([NH:45][C:40]2[CH:41]=[C:42]3[C:37](=[CH:38][CH:39]=2)[N:36]=[C:35]([NH:34][CH:32]2[C:33]4[C:29](=[CH:28][CH:27]=[CH:26][C:25]=4[O:24][CH3:23])[CH2:30][CH2:31]2)[CH:44]=[CH:43]3)=[O:2])[CH2:18][CH2:17]1, predict the reactants needed to synthesize it. The reactants are: [C:1](=O)(OC(Cl)(Cl)Cl)[O:2]C(Cl)(Cl)Cl.[F:13][CH2:14][CH2:15][N:16]1[CH2:21][CH2:20][CH:19]([NH2:22])[CH2:18][CH2:17]1.[CH3:23][O:24][C:25]1[CH:26]=[CH:27][CH:28]=[C:29]2[C:33]=1[CH:32]([NH:34][C:35]1[CH:44]=[CH:43][C:42]3[C:37](=[CH:38][CH:39]=[C:40]([NH2:45])[CH:41]=3)[N:36]=1)[CH2:31][CH2:30]2. (8) Given the product [CH:1]1([NH:4][C:5](=[O:29])[C:6]2[CH:11]=[CH:10][C:9]([CH3:12])=[C:8]([C:13]3[CH:14]=[C:15]4[C:20](=[CH:21][CH:22]=3)[N:19]=[C:18]([CH2:23][CH2:24][CH2:25][N:26]([CH3:27])[CH3:28])[N:17]=[CH:16]4)[CH:7]=2)[CH2:2][CH2:3]1, predict the reactants needed to synthesize it. The reactants are: [CH:1]1([NH:4][C:5](=[O:29])[C:6]2[CH:11]=[CH:10][C:9]([CH3:12])=[C:8]([C:13]3[CH:14]=[C:15]4[C:20](=[CH:21][CH:22]=3)[N:19]=[C:18]([C:23]#[C:24][CH2:25][N:26]([CH3:28])[CH3:27])[N:17]=[CH:16]4)[CH:7]=2)[CH2:3][CH2:2]1. (9) Given the product [NH2:27][C:25](=[O:26])[CH2:24][C:21]1[CH:20]=[CH:19][C:18]([NH:17][C:10]2[CH:9]=[C:8]([C:4]3[CH:5]=[CH:6][CH:7]=[C:2]([Cl:1])[CH:3]=3)[N+:13]([O-:36])=[C:12]3[CH2:14][CH2:15][CH2:16][C:11]=23)=[CH:23][CH:22]=1, predict the reactants needed to synthesize it. The reactants are: [Cl:1][C:2]1[CH:3]=[C:4]([C:8]2[N:13]=[C:12]3[CH2:14][CH2:15][CH2:16][C:11]3=[C:10]([NH:17][C:18]3[CH:23]=[CH:22][C:21]([CH2:24][C:25]([NH2:27])=[O:26])=[CH:20][CH:19]=3)[CH:9]=2)[CH:5]=[CH:6][CH:7]=1.C1C=C(Cl)C=C(C(OO)=[O:36])C=1. (10) The reactants are: Cl.[C:2]([CH2:5][NH:6][C:7]([C:9]1[CH:10]=[C:11]2[C:21](=[CH:22][CH:23]=1)[O:20][C:14]1([CH2:19][CH2:18][NH:17][CH2:16][CH2:15]1)[CH2:13][C:12]2=[O:24])=[O:8])(=[O:4])[NH2:3].[CH:25]1([C:28]2[C:37]3[C:32](=[C:33]([O:41][CH2:42][CH2:43][OH:44])[CH:34]=[C:35]([C:38](O)=[O:39])[CH:36]=3)[CH:31]=[CH:30][N:29]=2)[CH2:27][CH2:26]1.C1(C2C3C(=C(OC)C=C(C(O)=O)C=3)C=CN=2)CC1. Given the product [NH2:3][C:2](=[O:4])[CH2:5][NH:6][C:7]([C:9]1[CH:10]=[C:11]2[C:21](=[CH:22][CH:23]=1)[O:20][C:14]1([CH2:19][CH2:18][N:17]([C:38]([C:35]3[CH:36]=[C:37]4[C:32]([CH:31]=[CH:30][N:29]=[C:28]4[CH:25]4[CH2:26][CH2:27]4)=[C:33]([O:41][CH2:42][CH2:43][OH:44])[CH:34]=3)=[O:39])[CH2:16][CH2:15]1)[CH2:13][C:12]2=[O:24])=[O:8], predict the reactants needed to synthesize it.